Dataset: Reaction yield outcomes from USPTO patents with 853,638 reactions. Task: Predict the reaction yield, written as a fraction of the theoretical maximum amount of product (1.0 means a 100% yield; for example, 0.34 means a 34% yield). (1) The reactants are [CH2:1]([O:3][C:4]([CH2:6][C:7]1[CH:8]=[N:9][NH:10][CH:11]=1)=[O:5])[CH3:2].[H-].[Na+].[Si:14]([O:21][CH:22]1[CH2:27][CH2:26][N:25]([C:28]([C:41]2[CH:46]=[CH:45][CH:44]=[CH:43][CH:42]=2)([C:35]2[CH:40]=[CH:39][CH:38]=[CH:37][CH:36]=2)[C:29]2[CH:34]=[CH:33][CH:32]=[CH:31][CH:30]=2)[CH2:24]/[C:23]/1=[CH:47]/[CH2:48]OS(C1C=CC(C)=CC=1)(=O)=O)([C:17]([CH3:20])([CH3:19])[CH3:18])([CH3:16])[CH3:15]. The catalyst is CN(C)C=O.C(OCC)(=O)C. The product is [Si:14]([O:21][CH:22]1[CH2:27][CH2:26][N:25]([C:28]([C:41]2[CH:42]=[CH:43][CH:44]=[CH:45][CH:46]=2)([C:35]2[CH:40]=[CH:39][CH:38]=[CH:37][CH:36]=2)[C:29]2[CH:30]=[CH:31][CH:32]=[CH:33][CH:34]=2)[CH2:24]/[C:23]/1=[CH:47]/[CH2:48][N:9]1[CH:8]=[C:7]([CH2:6][C:4]([O:3][CH2:1][CH3:2])=[O:5])[CH:11]=[N:10]1)([C:17]([CH3:20])([CH3:19])[CH3:18])([CH3:15])[CH3:16]. The yield is 0.520. (2) The reactants are CO[CH:3]([O:10]C)[C:4]1[S:5][CH:6]=[C:7](Br)[CH:8]=1.[Cu](C#N)[C:13]#[N:14].C(OCC)(=O)C. The catalyst is CN(C=O)C.C(O)(=O)C. The product is [C:13]([C:7]1[CH:8]=[C:4]([CH:3]=[O:10])[S:5][CH:6]=1)#[N:14]. The yield is 0.620. (3) The reactants are [F:1][C:2]1[CH:7]=[CH:6][C:5]([S:8]([NH:11][C:12]2[C:13]([O:27][CH3:28])=[N:14][CH:15]=[C:16](B3OC(C)(C)C(C)(C)O3)[CH:17]=2)(=[O:10])=[O:9])=[CH:4][CH:3]=1.Br[C:30]1[CH:31]=[CH:32][C:33]2[N:34]([C:36]([C:39]#[N:40])=[CH:37][N:38]=2)[N:35]=1.C(Cl)Cl.C([O-])([O-])=O.[Na+].[Na+]. The catalyst is C1C=CC(P(C2C=CC=CC=2)[C-]2C=CC=C2)=CC=1.C1C=CC(P(C2C=CC=CC=2)[C-]2C=CC=C2)=CC=1.Cl[Pd]Cl.[Fe+2].O.O1CCOCC1. The product is [C:39]([C:36]1[N:34]2[N:35]=[C:30]([C:16]3[CH:17]=[C:12]([NH:11][S:8]([C:5]4[CH:4]=[CH:3][C:2]([F:1])=[CH:7][CH:6]=4)(=[O:9])=[O:10])[C:13]([O:27][CH3:28])=[N:14][CH:15]=3)[CH:31]=[CH:32][C:33]2=[N:38][CH:37]=1)#[N:40]. The yield is 0.940. (4) The reactants are [Cl:1][C:2]1[CH:3]=[CH:4][C:5]([CH:27]=[O:28])=[C:6]2[C:10]=1[N:9]=[C:8]1[N:11]([C:15]3[C:16]([C:23]([F:26])([F:25])[F:24])=[N:17][C:18]([O:21][CH3:22])=[CH:19][CH:20]=3)[CH2:12][CH2:13][CH2:14][N:7]21.[F:29][C:30]([Si](C)(C)C)([F:32])[F:31].[F-].C([N+](CCCC)(CCCC)CCCC)CCC.Cl.C(=O)([O-])O.[Na+]. The catalyst is O1CCCC1. The product is [Cl:1][C:2]1[C:10]2[N:9]=[C:8]3[N:11]([C:15]4[C:16]([C:23]([F:24])([F:26])[F:25])=[N:17][C:18]([O:21][CH3:22])=[CH:19][CH:20]=4)[CH2:12][CH2:13][CH2:14][N:7]3[C:6]=2[C:5]([CH:27]([OH:28])[C:30]([F:32])([F:31])[F:29])=[CH:4][CH:3]=1. The yield is 0.940. (5) The reactants are [NH2:1][CH2:2][CH2:3][CH2:4][CH2:5][N:6]([CH2:16][C:17]1[C:22]([C:23]([O:26][C:27](=[O:29])[CH3:28])([CH3:25])[CH3:24])=[CH:21][CH:20]=[CH:19][N:18]=1)[CH2:7][C:8]1[C:13]([CH3:14])=[CH:12][C:11]([CH3:15])=[CH:10][N:9]=1.C[Si]([N:34]=[C:35]=[O:36])(C)C. The catalyst is CC(O)C. The product is [CH3:14][C:13]1[C:8]([CH2:7][N:6]([CH2:16][C:17]2[C:22]([C:23]([O:26][C:27](=[O:29])[CH3:28])([CH3:25])[CH3:24])=[CH:21][CH:20]=[CH:19][N:18]=2)[CH2:5][CH2:4][CH2:3][CH2:2][NH:1][C:35]([NH2:34])=[O:36])=[N:9][CH:10]=[C:11]([CH3:15])[CH:12]=1. The yield is 0.920. (6) The reactants are [CH3:1][C:2]1[S:11][C:10]2[CH2:9][C:8]3[CH:12]=[CH:13][CH:14]=[CH:15][C:7]=3[NH:6][C:5](=O)[C:4]=2[CH:3]=1.P(Cl)(Cl)([Cl:19])=O.[NH:22]1[CH2:27][CH2:26][NH:25][CH2:24][C@@H:23]1[CH2:28][CH2:29][OH:30]. No catalyst specified. The product is [ClH:19].[ClH:19].[CH3:1][C:2]1[S:11][C:10]2[CH2:9][C:8]3[CH:12]=[CH:13][CH:14]=[CH:15][C:7]=3[N:6]=[C:5]([N:25]3[CH2:26][CH2:27][NH:22][C@@H:23]([CH2:28][CH2:29][OH:30])[CH2:24]3)[C:4]=2[CH:3]=1. The yield is 0.0400.